Dataset: Reaction yield outcomes from USPTO patents with 853,638 reactions. Task: Predict the reaction yield, written as a fraction of the theoretical maximum amount of product (1.0 means a 100% yield; for example, 0.34 means a 34% yield). (1) The reactants are [C:1]1([C:12]2[CH:17]=[CH:16][CH:15]=[CH:14][CH:13]=2)[CH:6]=[CH:5][CH:4]=[CH:3][C:2]=1[C:7]1[O:8][CH:9]=[N:10][N:11]=1.[Li]CCCC.[C:23](=[O:25])=O.[CH2:26]([C@H:33]1[NH:38][CH2:37][CH2:36][N:35](C(OC(C)(C)C)=O)[CH2:34]1)[C:27]1[CH:32]=[CH:31][CH:30]=[CH:29][CH:28]=1.CCN=C=NCCCN(C)C.C1C=CC2N(O)N=NC=2C=1. The catalyst is C1COCC1.ClCCl.CN(C=O)C. The product is [CH2:26]([C@@H:33]1[CH2:34][NH:35][CH2:36][CH2:37][N:38]1[C:23]([C:9]1[O:8][C:7]([C:2]2[CH:3]=[CH:4][CH:5]=[CH:6][C:1]=2[C:12]2[CH:13]=[CH:14][CH:15]=[CH:16][CH:17]=2)=[N:11][N:10]=1)=[O:25])[C:27]1[CH:32]=[CH:31][CH:30]=[CH:29][CH:28]=1. The yield is 0.170. (2) The reactants are [N:1]1[CH:6]=[CH:5][CH:4]=[CH:3][C:2]=1CCCO.[C:11]([O:14][C:15](=O)[CH3:16])(=[O:13])[CH3:12].N1C=CC=C[CH:19]=1. No catalyst specified. The product is [C:11]([O:14][CH2:15][CH2:16][CH2:19][C:5]1[CH:6]=[N:1][CH:2]=[CH:3][CH:4]=1)(=[O:13])[CH3:12]. The yield is 0.990. (3) The reactants are [NH:1]1[C:5]2=[N:6][CH:7]=[C:8]([C:10]3[CH:11]=[CH:12][C:13]4[N:14]=[CH:15][NH:16][C:17](=O)[C:18]=4[N:19]=3)[CH:9]=[C:4]2[CH:3]=[CH:2]1.[CH2:21]1[C:30]2[C:25](=[CH:26][CH:27]=[CH:28][CH:29]=2)[CH2:24][CH2:23][NH:22]1.F[P-](F)(F)(F)(F)F.N1(O[P+](N(C)C)(N(C)C)N(C)C)C2C=CC=CC=2N=N1.N12CCCN=C1CCCCC2. The catalyst is C(#N)C.CN(C)C=O. The product is [CH2:21]1[C:30]2[C:25](=[CH:26][CH:27]=[CH:28][CH:29]=2)[CH2:24][CH2:23][N:22]1[C:17]1[C:18]2[N:19]=[C:10]([C:8]3[CH:9]=[C:4]4[CH:3]=[CH:2][NH:1][C:5]4=[N:6][CH:7]=3)[CH:11]=[CH:12][C:13]=2[N:14]=[CH:15][N:16]=1. The yield is 0.650.